From a dataset of Full USPTO retrosynthesis dataset with 1.9M reactions from patents (1976-2016). Predict the reactants needed to synthesize the given product. (1) The reactants are: [CH3:1][O:2][C:3]([C:5]1[CH:10]=[C:9]([Br:11])[C:8](=[O:12])[N:7]([CH2:13][CH:14]2[CH2:19][CH2:18][O:17][CH2:16][CH2:15]2)[C:6]=1[CH3:20])=[O:4].[Br:21]N1C(=O)CCC1=O.C(OOC(=O)C1C=CC=CC=1)(=O)C1C=CC=CC=1. Given the product [CH3:1][O:2][C:3]([C:5]1[CH:10]=[C:9]([Br:11])[C:8](=[O:12])[N:7]([CH2:13][CH:14]2[CH2:19][CH2:18][O:17][CH2:16][CH2:15]2)[C:6]=1[CH2:20][Br:21])=[O:4], predict the reactants needed to synthesize it. (2) Given the product [Br:13][C:7]1[CH:6]=[CH:5][C:4]([NH:8][C:9](=[O:11])[CH3:10])=[C:3]([CH3:12])[C:2]=1[Cl:1], predict the reactants needed to synthesize it. The reactants are: [Cl:1][C:2]1[C:3]([CH3:12])=[C:4]([NH:8][C:9](=[O:11])[CH3:10])[CH:5]=[CH:6][CH:7]=1.[Br:13]Br.O. (3) Given the product [CH3:1][O:2][C:3]([C:5]1[C:6]([OH:29])=[C:7]2[C:12](=[C:13]([C:35]3[CH:36]=[N:37][CH:38]=[CH:39][CH:40]=3)[N:14]=1)[N:11]([CH2:16][CH:17]1[CH2:21][CH2:20][CH2:19][CH2:18]1)[C:10](=[O:22])[C:9]([C:23]1[CH:28]=[CH:27][CH:26]=[CH:25][CH:24]=1)=[CH:8]2)=[O:4], predict the reactants needed to synthesize it. The reactants are: [CH3:1][O:2][C:3]([C:5]1[C:6]([OH:29])=[C:7]2[C:12](=[C:13](Br)[N:14]=1)[N:11]([CH2:16][CH:17]1[CH2:21][CH2:20][CH2:19][CH2:18]1)[C:10](=[O:22])[C:9]([C:23]1[CH:28]=[CH:27][CH:26]=[CH:25][CH:24]=1)=[CH:8]2)=[O:4].C([Sn](CCCC)(CCCC)[C:35]1[CH:36]=[N:37][CH:38]=[CH:39][CH:40]=1)CCC.CCOC(C)=O.Cl. (4) Given the product [Br:20][C:5]1[CH:6]=[C:7]([C:11]#[N:12])[C:8](=[O:10])[NH:9][C:4]=1[CH:1]([CH3:3])[CH3:2], predict the reactants needed to synthesize it. The reactants are: [CH:1]([C:4]1[NH:9][C:8](=[O:10])[C:7]([C:11]#[N:12])=[CH:6][CH:5]=1)([CH3:3])[CH3:2].C1C(=O)N([Br:20])C(=O)C1.O. (5) Given the product [ClH:1].[Cl:1][C:2]1[CH:21]=[CH:20][C:19]([CH2:22][C@@H:23]([OH:24])[CH2:25][NH:26][CH2:27][CH2:28][CH2:29][OH:30])=[CH:18][C:3]=1[C:4]([NH:6][CH2:7][C:8]12[CH2:9][CH:10]3[CH2:16][CH:14]([CH2:13][CH:12]([CH2:11]3)[CH2:17]1)[CH2:15]2)=[O:5], predict the reactants needed to synthesize it. The reactants are: [Cl:1][C:2]1[CH:21]=[CH:20][C:19]([CH2:22][C@@H:23]2[CH2:25][O:24]2)=[CH:18][C:3]=1[C:4]([NH:6][CH2:7][C:8]12[CH2:17][CH:12]3[CH2:13][CH:14]([CH2:16][CH:10]([CH2:11]3)[CH2:9]1)[CH2:15]2)=[O:5].[NH2:26][CH2:27][CH2:28][CH2:29][OH:30].CN1CCCC1=O.Cl. (6) The reactants are: [C:1]([O:5][C:6](=[O:22])[NH:7][C@@H:8]1[C:14](=[O:15])[NH:13][C:12]2[CH:16]=[CH:17][C:18]([C:20]#[N:21])=[CH:19][C:11]=2[CH2:10][CH2:9]1)([CH3:4])([CH3:3])[CH3:2].[N-:23]=[N+:24]=[N-:25].[Na+].[Cl-].[NH4+]. Given the product [C:1]([O:5][C:6](=[O:22])[NH:7][C@@H:8]1[C:14](=[O:15])[NH:13][C:12]2[CH:16]=[CH:17][C:18]([C:20]3[NH:25][N:24]=[N:23][N:21]=3)=[CH:19][C:11]=2[CH2:10][CH2:9]1)([CH3:4])([CH3:2])[CH3:3], predict the reactants needed to synthesize it. (7) Given the product [Br:15][C:10]1[CH:11]=[CH:12][CH:13]=[CH:14][C:9]=1[CH2:8][NH:7][C:5](=[O:6])[C:4]1[CH:16]=[CH:17][C:18]([S:19][C:20]2[CH:21]=[CH:22][C:23]([OH:26])=[CH:24][CH:25]=2)=[C:2]([NH:1][C:39]2[C:29]3[CH:34]=[CH:33][CH:32]=[N:31][C:30]=3[N:35]=[CH:36][N:37]=2)[CH:3]=1, predict the reactants needed to synthesize it. The reactants are: [NH2:1][C:2]1[CH:3]=[C:4]([CH:16]=[CH:17][C:18]=1[S:19][C:20]1[CH:25]=[CH:24][C:23]([OH:26])=[CH:22][CH:21]=1)[C:5]([NH:7][CH2:8][C:9]1[CH:14]=[CH:13][CH:12]=[CH:11][C:10]=1[Br:15])=[O:6].C([C:29]1[C:30]([N:35]=[CH:36][N:37]([CH3:39])C)=[N:31][CH:32]=[CH:33][CH:34]=1)#N.C(C1C=CC2C(NC3C=C(C=CC=3SC3C=CC(OC)=CC=3)C(NC3C=CC=C(C(F)(F)F)C=3)=O)=NC=NC=2N=1)(C)C.NC1C=C(C=CC=1SC1C=CC(O)=CC=1)C(NC1C=CC(Br)=CC=1)=O. (8) The reactants are: [CH3:1][C:2](C)([O-])[CH3:3].[K+].[CH2:7]([OH:19])[CH2:8][O:9][CH2:10][CH2:11][O:12][CH2:13][CH2:14][O:15][CH2:16][CH2:17][OH:18].C(I)C=C. Given the product [CH2:3]([O:18][CH2:17][CH2:16][O:15][CH2:14][CH2:13][O:12][CH2:11][CH2:10][O:9][CH2:8][CH2:7][OH:19])[CH:2]=[CH2:1], predict the reactants needed to synthesize it. (9) The reactants are: [Cl:1][C:2]1[C:3]([NH:23][C:24]2[CH:28]=[C:27]([CH3:29])[NH:26][N:25]=2)=[N:4][C:5]([NH:8][C:9]2[CH:14]=[C:13]([CH3:15])[C:12]([CH:16]3[CH2:21][CH2:20][NH:19][CH2:18][CH2:17]3)=[CH:11][C:10]=2[F:22])=[N:6][CH:7]=1.[C:30]1(=O)[CH2:34][CH2:33][C:32](=[O:35])[CH2:31]1.C([BH3-])#N.[Na+].CCN(C(C)C)C(C)C. Given the product [Cl:1][C:2]1[C:3]([NH:23][C:24]2[CH:28]=[C:27]([CH3:29])[NH:26][N:25]=2)=[N:4][C:5]([NH:8][C:9]2[C:10]([F:22])=[CH:11][C:12]([CH:16]3[CH2:17][CH2:18][N:19]([C:30]4[CH2:34][CH2:33][C:32](=[O:35])[CH:31]=4)[CH2:20][CH2:21]3)=[C:13]([CH3:15])[CH:14]=2)=[N:6][CH:7]=1, predict the reactants needed to synthesize it.